Dataset: Full USPTO retrosynthesis dataset with 1.9M reactions from patents (1976-2016). Task: Predict the reactants needed to synthesize the given product. (1) Given the product [Cl:1][C:2]1[N:7]=[N:6][CH:5]=[C:4]([C:10]([O:12][CH2:13][CH3:14])=[O:11])[CH:3]=1, predict the reactants needed to synthesize it. The reactants are: [Cl:1][C:2]1[N:7]=[N:6][C:5](NN)=[C:4]([C:10]([O:12][CH2:13][CH3:14])=[O:11])[CH:3]=1. (2) The reactants are: Cl.[F:2][C:3]1[CH:27]=[CH:26][CH:25]=[CH:24][C:4]=1[CH2:5][O:6][C:7]1[CH:12]=[CH:11][C:10]([C@@H:13]2[CH2:15][C@H:14]2[NH:16]C(=O)OC(C)(C)C)=[CH:9][CH:8]=1. Given the product [F:2][C:3]1[CH:27]=[CH:26][CH:25]=[CH:24][C:4]=1[CH2:5][O:6][C:7]1[CH:8]=[CH:9][C:10]([C@@H:13]2[CH2:15][C@H:14]2[NH2:16])=[CH:11][CH:12]=1, predict the reactants needed to synthesize it. (3) Given the product [CH2:1]([O:8][C:9]1[CH:10]=[CH:11][C:12]2[C:13]3[C:14](=[N:20][N:21]([CH2:23][CH3:24])[CH:22]=3)[C:15]([NH2:25])=[N:16][C:17]=2[CH:18]=1)[C:2]1[CH:7]=[CH:6][CH:5]=[CH:4][CH:3]=1, predict the reactants needed to synthesize it. The reactants are: [CH2:1]([O:8][C:9]1[CH:10]=[CH:11][C:12]2[C:13]3[C:14](=[N:20][N:21]([CH2:23][CH3:24])[CH:22]=3)[C:15](Cl)=[N:16][C:17]=2[CH:18]=1)[C:2]1[CH:7]=[CH:6][CH:5]=[CH:4][CH:3]=1.[NH3:25]. (4) Given the product [F:1][C:2]1[CH:7]=[CH:6][C:5]([CH:10]([C:11]([O:13][CH2:14][CH3:15])=[O:12])[C:9]([O:17][CH2:18][CH3:19])=[O:16])=[CH:4][CH:3]=1, predict the reactants needed to synthesize it. The reactants are: [F:1][C:2]1[CH:7]=[CH:6][C:5](I)=[CH:4][CH:3]=1.[C:9]([O:17][CH2:18][CH3:19])(=[O:16])[CH2:10][C:11]([O:13][CH2:14][CH3:15])=[O:12].C(=O)([O-])[O-].[Cs+].[Cs+].N1CCC[C@H]1C(O)=O. (5) Given the product [Cl:1][C:2]1[N:7]=[C:6]([NH2:8])[CH:5]=[C:4]([C:13]2[CH:12]=[C:11]([Cl:10])[CH:16]=[CH:15][C:14]=2[O:20][CH3:21])[N:3]=1, predict the reactants needed to synthesize it. The reactants are: [Cl:1][C:2]1[N:7]=[C:6]([NH2:8])[CH:5]=[C:4](Cl)[N:3]=1.[Cl:10][C:11]1[CH:12]=[CH:13][C:14]([O:20][CH3:21])=[C:15](B(O)O)[CH:16]=1.C1(P(C2C=CC=CC=2)C2C=CC=CC=2)C=CC=CC=1.C(=O)([O-])[O-].[Na+].[Na+].Cl. (6) Given the product [CH3:1][O:2][C:3]([C:5]1[N:6]([CH2:26][C:27]2[CH:32]=[CH:31][C:30]([S:33]([CH3:36])(=[O:35])=[O:34])=[CH:29][CH:28]=2)[C:7](=[O:25])[C:8]2[C:13]([C:14]=1[C:15]1[CH:20]=[CH:19][C:18]([C:21](=[O:23])[NH:46][CH2:45][CH2:44][CH2:43][N:37]3[CH2:42][CH2:41][O:40][CH2:39][CH2:38]3)=[CH:17][CH:16]=1)=[CH:12][C:11]([Cl:24])=[CH:10][CH:9]=2)=[O:4], predict the reactants needed to synthesize it. The reactants are: [CH3:1][O:2][C:3]([C:5]1[N:6]([CH2:26][C:27]2[CH:32]=[CH:31][C:30]([S:33]([CH3:36])(=[O:35])=[O:34])=[CH:29][CH:28]=2)[C:7](=[O:25])[C:8]2[C:13]([C:14]=1[C:15]1[CH:20]=[CH:19][C:18]([C:21]([OH:23])=O)=[CH:17][CH:16]=1)=[CH:12][C:11]([Cl:24])=[CH:10][CH:9]=2)=[O:4].[N:37]1([CH2:43][CH2:44][CH2:45][NH2:46])[CH2:42][CH2:41][O:40][CH2:39][CH2:38]1.Cl.C(N=C=NCCCN(C)C)C.O.OC1C2N=NNC=2C=CC=1. (7) Given the product [CH3:24][O:25][C:26]1[CH:33]=[CH:32][C:29]([CH:30]([C:23]2[C:18]([O:17][CH3:16])=[N:19][CH:20]=[CH:21][CH:22]=2)[OH:31])=[CH:28][CH:27]=1, predict the reactants needed to synthesize it. The reactants are: C1(C)C=C(C)C=C(C)C=1Br.C([Li])(C)(C)C.[CH3:16][O:17][C:18]1[CH:23]=[CH:22][CH:21]=[CH:20][N:19]=1.[CH3:24][O:25][C:26]1[CH:33]=[CH:32][C:29]([CH:30]=[O:31])=[CH:28][CH:27]=1.[Cl-].[NH4+]. (8) Given the product [N:25]1([CH2:24][CH2:23][O:22][C:18]2[CH:17]=[C:16]([C:13]([CH2:14][CH3:15])=[C:12]([C:30]3[CH:31]=[CH:32][C:33]([OH:36])=[CH:34][CH:35]=3)[C:9]3[CH:10]=[CH:11][C:6]([OH:5])=[CH:7][CH:8]=3)[CH:21]=[CH:20][CH:19]=2)[CH2:29][CH2:28][CH2:27][CH2:26]1, predict the reactants needed to synthesize it. The reactants are: CC(C)(C)C([O:5][C:6]1[CH:11]=[CH:10][C:9]([C:12]([C:30]2[CH:35]=[CH:34][C:33]([O:36]C(=O)C(C)(C)C)=[CH:32][CH:31]=2)=[C:13]([C:16]2[CH:21]=[CH:20][CH:19]=[C:18]([O:22][CH2:23][CH2:24][N:25]3[CH2:29][CH2:28][CH2:27][CH2:26]3)[CH:17]=2)[CH2:14][CH3:15])=[CH:8][CH:7]=1)=O.[OH-].[Na+].C(O)(=O)CC(CC(O)=O)(C(O)=O)O.